From a dataset of Reaction yield outcomes from USPTO patents with 853,638 reactions. Predict the reaction yield, written as a fraction of the theoretical maximum amount of product (1.0 means a 100% yield; for example, 0.34 means a 34% yield). (1) The reactants are [F:1][C:2]([F:24])([F:23])[C:3]1[CH:4]=[C:5]([C:13]2[N:17]=[CH:16][N:15](/[CH:18]=[CH:19]\[C:20]([OH:22])=O)[N:14]=2)[CH:6]=[C:7]([C:9]([F:12])([F:11])[F:10])[CH:8]=1.[N:25]1[CH:30]=[CH:29][N:28]=[CH:27][C:26]=1[CH2:31][C:32]([NH:34][NH2:35])=[O:33].C(P1(=O)OP(CCC)(=O)OP(CCC)(=O)O1)CC.CCN(C(C)C)C(C)C. The catalyst is CCOC(C)=O.C1COCC1. The product is [F:10][C:9]([F:11])([F:12])[C:7]1[CH:6]=[C:5]([C:13]2[N:17]=[CH:16][N:15](/[CH:18]=[CH:19]\[C:20]([NH:35][NH:34][C:32](=[O:33])[CH2:31][C:26]3[CH:27]=[N:28][CH:29]=[CH:30][N:25]=3)=[O:22])[N:14]=2)[CH:4]=[C:3]([C:2]([F:24])([F:1])[F:23])[CH:8]=1. The yield is 0.0500. (2) The reactants are [Br:1][C:2]1[CH:3]=[C:4]([CH2:8]O)[CH:5]=[N:6][CH:7]=1.S(Cl)([Cl:12])=O. The catalyst is C(Cl)Cl. The product is [Br:1][C:2]1[CH:7]=[N:6][CH:5]=[C:4]([CH2:8][Cl:12])[CH:3]=1. The yield is 0.820. (3) The yield is 0.680. The catalyst is C1(C)C=CC=CC=1.CC([O-])=O.CC([O-])=O.[Pd+2].C1C=CC(P(C2C(C3C(P(C4C=CC=CC=4)C4C=CC=CC=4)=CC=C4C=3C=CC=C4)=C3C(C=CC=C3)=CC=2)C2C=CC=CC=2)=CC=1. The product is [CH3:13][N:14]([C:15]1[CH:20]=[CH:19][CH:18]=[CH:17][CH:16]=1)[C:2]1[CH:3]=[C:4]2[C:9](=[CH:10][CH:11]=1)[C:8](=[O:12])[CH2:7][CH2:6][CH2:5]2. The reactants are Br[C:2]1[CH:3]=[C:4]2[C:9](=[CH:10][CH:11]=1)[C:8](=[O:12])[CH2:7][CH2:6][CH2:5]2.[CH3:13][NH:14][C:15]1[CH:20]=[CH:19][CH:18]=[CH:17][CH:16]=1.C([O-])([O-])=O.[Cs+].[Cs+]. (4) The reactants are [O:1]=[C:2]1[CH2:10][C:9]2[C:4](=[CH:5][CH:6]=[C:7]([C:11]#[N:12])[CH:8]=2)[NH:3]1.Cl[C:14]1[N:19]=[C:18]2[CH2:20][N:21]([C:23]([O:25][C:26]([CH3:29])([CH3:28])[CH3:27])=[O:24])[CH2:22][C:17]2=[CH:16][CH:15]=1.C([O-])([O-])=O.[K+].[K+].CC(C1C=C(C(C)C)C(C2C=CC=CC=2P(C2CCCCC2)C2CCCCC2)=C(C(C)C)C=1)C. The catalyst is C1C=CC(/C=C/C(/C=C/C2C=CC=CC=2)=O)=CC=1.C1C=CC(/C=C/C(/C=C/C2C=CC=CC=2)=O)=CC=1.C1C=CC(/C=C/C(/C=C/C2C=CC=CC=2)=O)=CC=1.[Pd].[Pd].O1CCCC1. The product is [C:11]([C:7]1[CH:8]=[C:9]2[C:4](=[CH:5][CH:6]=1)[NH:3][C:2](=[O:1])[CH:10]2[C:14]1[N:19]=[C:18]2[CH2:20][N:21]([C:23]([O:25][C:26]([CH3:29])([CH3:28])[CH3:27])=[O:24])[CH2:22][C:17]2=[CH:16][CH:15]=1)#[N:12]. The yield is 0.400. (5) The reactants are [CH3:1][C:2]1([OH:12])[CH2:11][CH2:10][C:5]2(OCC[O:6]2)[CH2:4][CH2:3]1.Cl. The catalyst is C1COCC1. The product is [OH:12][C:2]1([CH3:1])[CH2:11][CH2:10][C:5](=[O:6])[CH2:4][CH2:3]1. The yield is 0.920. (6) The reactants are CCN(S(F)(F)[F:7])CC.O[CH:11]([CH3:31])[CH2:12][N:13]1[CH2:18][CH2:17][N:16]2[N:19]=[C:20]([CH2:22][O:23][C:24]3[CH:29]=[CH:28][CH:27]=[CH:26][CH:25]=3)[CH:21]=[C:15]2[C:14]1=[O:30]. The catalyst is C(Cl)Cl. The product is [F:7][CH:11]([CH3:31])[CH2:12][N:13]1[CH2:18][CH2:17][N:16]2[N:19]=[C:20]([CH2:22][O:23][C:24]3[CH:29]=[CH:28][CH:27]=[CH:26][CH:25]=3)[CH:21]=[C:15]2[C:14]1=[O:30]. The yield is 0.290. (7) The reactants are [CH2:1]([S:8][C:9]1[CH:10]=[C:11]2[C:16](=[CH:17][CH:18]=1)[N:15]([C:19]1[CH:24]=[C:23]([F:25])[C:22](Br)=[CH:21][C:20]=1[O:27][CH3:28])[C:14](=[O:29])[CH:13]=[CH:12]2)[C:2]1[CH:7]=[CH:6][CH:5]=[CH:4][CH:3]=1.[F:30][C:31]1[CH:32]=[C:33](B(O)O)[CH:34]=[CH:35][CH:36]=1.P([O-])([O-])([O-])=O.[K+].[K+].[K+]. The catalyst is C1C=CC(P(C2C=CC=CC=2)[C-]2C=CC=C2)=CC=1.C1C=CC(P(C2C=CC=CC=2)[C-]2C=CC=C2)=CC=1.Cl[Pd]Cl.[Fe+2].CCOC(C)=O.CCCCCCC. The product is [CH2:1]([S:8][C:9]1[CH:10]=[C:11]2[C:16](=[CH:17][CH:18]=1)[N:15]([C:19]1[C:20]([O:27][CH3:28])=[CH:21][C:22]([C:35]3[CH:34]=[CH:33][CH:32]=[C:31]([F:30])[CH:36]=3)=[C:23]([F:25])[CH:24]=1)[C:14](=[O:29])[CH:13]=[CH:12]2)[C:2]1[CH:7]=[CH:6][CH:5]=[CH:4][CH:3]=1. The yield is 0.746. (8) The yield is 0.820. The product is [N:1]([CH2:4][C@@H:5]([N:14]([CH3:22])[C:15](=[O:21])[O:16][C:17]([CH3:20])([CH3:19])[CH3:18])[CH2:6][C@H:7]1[CH2:8][CH2:9][CH2:10][O:13][CH2:12]1)=[N+:2]=[N-:3]. The reactants are [N:1]([CH2:4][C@@H:5]([NH:14][C:15](=[O:21])[O:16][C:17]([CH3:20])([CH3:19])[CH3:18])[CH2:6][C@H:7]([CH2:12][OH:13])[CH2:8][CH2:9][CH2:10]Cl)=[N+:2]=[N-:3].[CH3:22]OS(OC)(=O)=O. The catalyst is CN(C=O)C.